Dataset: Reaction yield outcomes from USPTO patents with 853,638 reactions. Task: Predict the reaction yield, written as a fraction of the theoretical maximum amount of product (1.0 means a 100% yield; for example, 0.34 means a 34% yield). (1) The reactants are [Cl:1][C:2]1[CH:7]=[CH:6][C:5]([C:8](=[O:10])[CH3:9])=[CH:4][CH:3]=1.C(O[CH:15](OC(C)C)[N:16]([CH3:18])[CH3:17])(C)C. No catalyst specified. The product is [CH3:15][N:16]([CH3:18])/[CH:17]=[CH:9]/[C:8]([C:5]1[CH:6]=[CH:7][C:2]([Cl:1])=[CH:3][CH:4]=1)=[O:10]. The yield is 0.990. (2) The reactants are [Br:1][C:2]1[CH:7]=[C:6]([CH3:8])[CH:5]=[CH:4][N:3]=1.C[Si]([N-][Si](C)(C)C)(C)C.[Na+].C[O:20][C:21](=O)[C:22]1[CH:27]=[CH:26][CH:25]=[C:24]([CH3:28])[N:23]=1.CCOCC. The catalyst is C1COCC1. The product is [Br:1][C:2]1[CH:7]=[C:6]([CH2:8][C:21]([C:22]2[CH:27]=[CH:26][CH:25]=[C:24]([CH3:28])[N:23]=2)=[O:20])[CH:5]=[CH:4][N:3]=1. The yield is 0.700. (3) The reactants are COC(=O)C1C=C([C:10]2[O:11][C:12]([CH:15]=[O:16])=[CH:13][CH:14]=2)C=CC=1O.C([Li])CCC.CC1CCNCC1.O1C=CC=C1C=O.[Sn:38](Cl)([CH3:41])([CH3:40])[CH3:39]. The catalyst is O1CCCC1. The product is [CH3:39][Sn:38]([CH3:41])([CH3:40])[C:10]1[O:11][C:12]([CH:15]=[O:16])=[CH:13][CH:14]=1. The yield is 0.885. (4) The reactants are [C:1]([O:5][C:6]([NH:8][CH2:9][CH:10]([OH:13])[CH2:11]I)=[O:7])([CH3:4])([CH3:3])[CH3:2].[C:14]([O-:17])(=[S:16])[CH3:15].[K+]. The catalyst is CC(C)=O. The product is [C:14]([S:16][CH2:11][CH:10]([OH:13])[CH2:9][NH:8][C:6]([O:5][C:1]([CH3:4])([CH3:3])[CH3:2])=[O:7])(=[O:17])[CH3:15]. The yield is 0.270.